Dataset: NCI-60 drug combinations with 297,098 pairs across 59 cell lines. Task: Regression. Given two drug SMILES strings and cell line genomic features, predict the synergy score measuring deviation from expected non-interaction effect. (1) Drug 1: CC1C(C(CC(O1)OC2CC(CC3=C2C(=C4C(=C3O)C(=O)C5=C(C4=O)C(=CC=C5)OC)O)(C(=O)C)O)N)O.Cl. Drug 2: C1=CC(=CC=C1C#N)C(C2=CC=C(C=C2)C#N)N3C=NC=N3. Cell line: SK-MEL-28. Synergy scores: CSS=19.9, Synergy_ZIP=-4.20, Synergy_Bliss=5.69, Synergy_Loewe=-13.2, Synergy_HSA=3.19. (2) Drug 1: CC1OCC2C(O1)C(C(C(O2)OC3C4COC(=O)C4C(C5=CC6=C(C=C35)OCO6)C7=CC(=C(C(=C7)OC)O)OC)O)O. Drug 2: CCN(CC)CCNC(=O)C1=C(NC(=C1C)C=C2C3=C(C=CC(=C3)F)NC2=O)C. Cell line: SF-268. Synergy scores: CSS=8.17, Synergy_ZIP=-4.47, Synergy_Bliss=-2.40, Synergy_Loewe=-13.9, Synergy_HSA=-7.21. (3) Drug 1: C1CC(=O)NC(=O)C1N2C(=O)C3=CC=CC=C3C2=O. Drug 2: CC12CCC3C(C1CCC2OP(=O)(O)O)CCC4=C3C=CC(=C4)OC(=O)N(CCCl)CCCl.[Na+]. Cell line: SK-OV-3. Synergy scores: CSS=1.89, Synergy_ZIP=1.03, Synergy_Bliss=2.10, Synergy_Loewe=-1.76, Synergy_HSA=-1.62. (4) Drug 1: C1CC(=O)NC(=O)C1N2CC3=C(C2=O)C=CC=C3N. Drug 2: C1=C(C(=O)NC(=O)N1)N(CCCl)CCCl. Cell line: BT-549. Synergy scores: CSS=18.0, Synergy_ZIP=-10.9, Synergy_Bliss=-3.36, Synergy_Loewe=-9.20, Synergy_HSA=-1.82. (5) Drug 1: CCCCCOC(=O)NC1=NC(=O)N(C=C1F)C2C(C(C(O2)C)O)O. Drug 2: C1CCC(C(C1)N)N.C(=O)(C(=O)[O-])[O-].[Pt+4]. Cell line: K-562. Synergy scores: CSS=10.8, Synergy_ZIP=1.51, Synergy_Bliss=1.90, Synergy_Loewe=-33.1, Synergy_HSA=-6.50.